This data is from Peptide-MHC class I binding affinity with 185,985 pairs from IEDB/IMGT. The task is: Regression. Given a peptide amino acid sequence and an MHC pseudo amino acid sequence, predict their binding affinity value. This is MHC class I binding data. The peptide sequence is GTDNSVVLSRK. The MHC is HLA-A33:01 with pseudo-sequence HLA-A33:01. The binding affinity (normalized) is 0.0641.